This data is from Retrosynthesis with 50K atom-mapped reactions and 10 reaction types from USPTO. The task is: Predict the reactants needed to synthesize the given product. Given the product Cc1ccc(-c2nc(CCOc3ccc4c(c3)CC[C@H]4CC(=O)O)c(C)o2)cc1N(C)C, predict the reactants needed to synthesize it. The reactants are: CCOC(=O)C[C@@H]1CCc2cc(OCCc3nc(-c4ccc(C)c(N(C)C)c4)oc3C)ccc21.